Dataset: Full USPTO retrosynthesis dataset with 1.9M reactions from patents (1976-2016). Task: Predict the reactants needed to synthesize the given product. (1) Given the product [CH3:1][O:2][C:3](=[O:51])[NH:4][C@@H:5]([CH:48]([CH3:50])[CH3:49])[C:6]([N:8]1[CH2:12][C@@H:11]([CH3:13])[CH2:10][C@H:9]1[C:14]1[NH:15][C:16]([C:19]2[CH:24]=[C:23]3[CH2:25][O:26][C:27]4[CH:47]=[C:46]5[C:30]([CH:31]=[CH:32][C:33]6[N:37]=[C:36]([C@@H:38]7[CH2:42][C@H:41]([CH2:43][O:44][CH3:45])[CH2:40][N:39]7[C:58](=[O:59])[C@@H:57]([NH:56][C:54]([O:53][CH3:52])=[O:55])[CH:61]([CH3:63])[CH3:62])[NH:35][C:34]=65)=[CH:29][C:28]=4[C:22]3=[CH:21][CH:20]=2)=[CH:17][N:18]=1)=[O:7], predict the reactants needed to synthesize it. The reactants are: [CH3:1][O:2][C:3](=[O:51])[NH:4][C@@H:5]([CH:48]([CH3:50])[CH3:49])[C:6]([N:8]1[CH2:12][C@@H:11]([CH3:13])[CH2:10][C@H:9]1[C:14]1[NH:15][C:16]([C:19]2[CH:24]=[C:23]3[CH2:25][O:26][C:27]4[CH:47]=[C:46]5[C:30]([CH:31]=[CH:32][C:33]6[N:37]=[C:36]([C@@H:38]7[CH2:42][C@H:41]([CH2:43][O:44][CH3:45])[CH2:40][NH:39]7)[NH:35][C:34]=65)=[CH:29][C:28]=4[C:22]3=[CH:21][CH:20]=2)=[CH:17][N:18]=1)=[O:7].[CH3:52][O:53][C:54]([NH:56][CH:57]([CH:61]([CH3:63])[CH3:62])[C:58](O)=[O:59])=[O:55].CN(C(ON1N=NC2C=CC=NC1=2)=[N+](C)C)C.F[P-](F)(F)(F)(F)F.C(N(C(C)C)CC)(C)C. (2) The reactants are: [Cl:1][C:2]1[C:10]2[NH:9][C:8]3[C:11](=[O:14])[CH2:12][CH2:13][C:7]=3[C:6]=2[CH:5]=[C:4]([Cl:15])[CH:3]=1.[C:16]([O-:19])([O-])=O.[K+].[K+].CN([CH:25]=[O:26])C. Given the product [C:16]([O:26][CH2:25][N:9]1[C:10]2[C:2]([Cl:1])=[CH:3][C:4]([Cl:15])=[CH:5][C:6]=2[C:7]2[CH2:13][CH2:12][C:11](=[O:14])[C:8]1=2)(=[O:19])[C:6]([CH3:7])([CH3:10])[CH3:5], predict the reactants needed to synthesize it. (3) Given the product [N:12]1([CH2:11][CH2:10][CH2:9][C:8]([C:5]2[CH:6]=[CH:7][C:2]([O:1][CH2:24][C:25]3[N:26]=[C:27](/[CH:30]=[CH:31]/[C:32]4[CH:33]=[CH:34][C:35]([O:38][C:39]([F:42])([F:40])[F:41])=[CH:36][CH:37]=4)[O:28][CH:29]=3)=[CH:3][CH:4]=2)=[O:17])[CH:16]=[CH:15][N:14]=[N:13]1, predict the reactants needed to synthesize it. The reactants are: [OH:1][C:2]1[CH:7]=[CH:6][C:5]([C:8](=[O:17])[CH2:9][CH2:10][CH2:11][N:12]2[CH:16]=[CH:15][N:14]=[N:13]2)=[CH:4][CH:3]=1.CC(=O)CC.Cl[CH2:24][C:25]1[N:26]=[C:27](/[CH:30]=[CH:31]/[C:32]2[CH:37]=[CH:36][C:35]([O:38][C:39]([F:42])([F:41])[F:40])=[CH:34][CH:33]=2)[O:28][CH:29]=1.[I-].[K+]. (4) The reactants are: C[Si](Cl)(C)C.C([N:9]([CH:12]([CH3:14])C)[CH2:10][CH3:11])(C)C.[C:23](O[C:23]([O:25][C:26]([CH3:29])([CH3:28])[CH3:27])=[O:24])([O:25][C:26]([CH3:29])([CH3:28])[CH3:27])=[O:24]. Given the product [CH3:26][O:25][C:23]([C@H:14]1[CH2:11][CH2:10][N:9]([C:23]([O:25][C:26]([CH3:27])([CH3:28])[CH3:29])=[O:24])[CH2:12]1)=[O:24], predict the reactants needed to synthesize it. (5) Given the product [Cl:1][C:2]1[N:7]=[C:6]2[CH:8]=[C:9]([CH3:10])[NH:11][C:5]2=[C:4]([NH:12][CH2:13][C:14]2[C:15]([CH3:21])=[CH:16][CH:17]=[CH:18][C:19]=2[CH3:20])[CH:3]=1, predict the reactants needed to synthesize it. The reactants are: [Cl:1][C:2]1[N:7]=[C:6]([C:8]#[C:9][CH3:10])[C:5]([NH2:11])=[C:4]([NH:12][CH2:13][C:14]2[C:19]([CH3:20])=[CH:18][CH:17]=[CH:16][C:15]=2[CH3:21])[CH:3]=1.S([O-])([O-])=O.[Na+].[Na+]. (6) The reactants are: [C:1]([O:5][C:6]([N:8]1[CH2:13][CH2:12][CH2:11][C@H:10]([CH2:14][O:15][C:16]2[CH:21]=[CH:20][CH:19]=[CH:18][C:17]=2[OH:22])[CH2:9]1)=[O:7])([CH3:4])([CH3:3])[CH3:2].[CH:23]1(O)[CH2:28][CH2:27][CH2:26][CH2:25][CH2:24]1.C1(P(C2C=CC=CC=2)C2C=CC=CC=2)C=CC=CC=1.N(C(OC(C)C)=O)=NC(OC(C)C)=O.CC(OC(/N=N/C(OC(C)C)=O)=O)C. Given the product [C:1]([O:5][C:6]([N:8]1[CH2:13][CH2:12][CH2:11][C@H:10]([CH2:14][O:15][C:16]2[CH:21]=[CH:20][CH:19]=[CH:18][C:17]=2[O:22][CH:23]2[CH2:28][CH2:27][CH2:26][CH2:25][CH2:24]2)[CH2:9]1)=[O:7])([CH3:4])([CH3:2])[CH3:3], predict the reactants needed to synthesize it.